Predict the reactants needed to synthesize the given product. From a dataset of Full USPTO retrosynthesis dataset with 1.9M reactions from patents (1976-2016). Given the product [Br:25][C:20]1[C:21]([O:23][CH3:24])=[N:22][C:17]([NH:16][C:12]2[CH:11]=[C:10]([S:7]([CH3:9])(=[NH:6])=[O:8])[CH:15]=[CH:14][CH:13]=2)=[N:18][CH:19]=1, predict the reactants needed to synthesize it. The reactants are: C(OC([N:6]=[S:7]([C:10]1[CH:15]=[CH:14][CH:13]=[C:12]([NH:16][C:17]2[N:22]=[C:21]([O:23][CH3:24])[C:20]([Br:25])=[CH:19][N:18]=2)[CH:11]=1)([CH3:9])=[O:8])=O)C.C(OC1C=CN=CN=1)C.